The task is: Predict the reaction yield, written as a fraction of the theoretical maximum amount of product (1.0 means a 100% yield; for example, 0.34 means a 34% yield).. This data is from Reaction yield outcomes from USPTO patents with 853,638 reactions. (1) The reactants are C(OC(=O)[NH:7][CH:8]1[CH2:13][CH2:12][CH:11]([CH2:14][NH:15][C:16]2[C:21]([N+:22]([O-:24])=[O:23])=[CH:20][N:19]=[C:18]([NH:25][CH2:26][C:27]3[CH:32]=[CH:31][CH:30]=[C:29]([N:33]4[CH2:38][CH2:37][CH2:36][CH2:35][CH2:34]4)[CH:28]=3)[N:17]=2)[CH2:10][CH2:9]1)(C)(C)C.C(O)(C(F)(F)F)=O. The catalyst is C(Cl)Cl. The product is [NH2:7][C@H:8]1[CH2:9][CH2:10][C@H:11]([CH2:14][NH:15][C:16]2[C:21]([N+:22]([O-:24])=[O:23])=[CH:20][N:19]=[C:18]([NH:25][CH2:26][C:27]3[CH:32]=[CH:31][CH:30]=[C:29]([N:33]4[CH2:38][CH2:37][CH2:36][CH2:35][CH2:34]4)[CH:28]=3)[N:17]=2)[CH2:12][CH2:13]1. The yield is 0.910. (2) The reactants are [CH2:1]([Li])[CH2:2][CH2:3][CH3:4].[CH2:6]([N:13]([CH3:22])[CH2:14][CH2:15][C:16](N(OC)C)=[O:17])[C:7]1[CH:12]=[CH:11][CH:10]=[CH:9][CH:8]=1.C(=O)(O)[O-].[Na+]. The catalyst is O1CCCC1. The product is [CH2:6]([N:13]([CH3:22])[CH2:14][CH2:15][C:16](=[O:17])[CH2:1][CH2:2][CH2:3][CH3:4])[C:7]1[CH:12]=[CH:11][CH:10]=[CH:9][CH:8]=1. The yield is 0.810. (3) The reactants are [CH3:1][O:2][C:3]1[CH:8]=[CH:7][C:6]([C:9]2[CH:14]=[CH:13][N:12]=[C:11]([NH2:15])[C:10]=2[NH2:16])=[CH:5][CH:4]=1.[O:17]1[CH:21]=[CH:20][CH:19]=[C:18]1[CH2:22][C:23](O)=O. No catalyst specified. The product is [O:17]1[CH:21]=[CH:20][CH:19]=[C:18]1[CH2:22][C:23]1[NH:15][C:11]2=[N:12][CH:13]=[CH:14][C:9]([C:6]3[CH:7]=[CH:8][C:3]([O:2][CH3:1])=[CH:4][CH:5]=3)=[C:10]2[N:16]=1. The yield is 0.0850. (4) The reactants are [N:1]1[CH:6]=[CH:5][N:4]=[C:3]2[S:7][C:8]([C:10]([OH:12])=O)=[CH:9][C:2]=12.S(Cl)([Cl:15])=O. No catalyst specified. The product is [N:1]1[CH:6]=[CH:5][N:4]=[C:3]2[S:7][C:8]([C:10]([Cl:15])=[O:12])=[CH:9][C:2]=12. The yield is 1.00. (5) The reactants are [CH2:1]([O:8][C@H:9]1[CH2:12][C@H:11]([N:13]2[C:17]3[CH:18]=[C:19]([F:22])[CH:20]=[CH:21][C:16]=3[N:15]=[C:14]2[C@@H:23]([NH2:25])[CH3:24])[CH2:10]1)[C:2]1[CH:7]=[CH:6][CH:5]=[CH:4][CH:3]=1.Cl[C:27]1[N:35]=[CH:34][N:33]=[C:32]2[C:28]=1[N:29]=[CH:30][N:31]2C1CCCCO1.CCN(C(C)C)C(C)C. The catalyst is CC(O)C. The product is [CH2:1]([O:8][C@H:9]1[CH2:12][C@H:11]([N:13]2[C:17]3[CH:18]=[C:19]([F:22])[CH:20]=[CH:21][C:16]=3[N:15]=[C:14]2[C@@H:23]([NH:25][C:27]2[N:35]=[CH:34][N:33]=[C:32]3[C:28]=2[N:29]=[CH:30][NH:31]3)[CH3:24])[CH2:10]1)[C:2]1[CH:3]=[CH:4][CH:5]=[CH:6][CH:7]=1. The yield is 0.430. (6) No catalyst specified. The product is [F:28][C:9]1[CH:10]=[C:11]([CH2:12][C:13]2[CH2:18][CH2:17][NH:16][CH2:15][CH:14]=2)[CH:26]=[CH:27][C:8]=1[C:6]([NH2:7])=[O:29]. The yield is 0.0780. The reactants are S(=O)(=O)(O)O.[C:6]([C:8]1[CH:27]=[CH:26][C:11]([CH:12]=[C:13]2[CH2:18][CH2:17][N:16](C(OC(C)(C)C)=O)[CH2:15][CH2:14]2)=[CH:10][C:9]=1[F:28])#[N:7].[OH-:29].[Na+]. (7) The reactants are Cl[CH2:2][C:3]([N:5]1[C:14]2[C:9](=[CH:10][CH:11]=[CH:12][CH:13]=2)[CH2:8][CH2:7][CH2:6]1)=[O:4].[CH3:15][C:16]1[N:17]=[C:18]([SH:22])[S:19][C:20]=1[CH3:21]. No catalyst specified. The product is [N:5]1([C:3](=[O:4])[CH2:2][S:22][C:18]2[S:19][C:20]([CH3:21])=[C:16]([CH3:15])[N:17]=2)[C:14]2[C:9](=[CH:10][CH:11]=[CH:12][CH:13]=2)[CH2:8][CH2:7][CH2:6]1. The yield is 0.740. (8) The reactants are [BH4-].[Na+].[CH2:3]([O:5][C:6](=[O:36])[C:7]([NH:32][C:33](=[O:35])[CH3:34])([CH:13]1[CH2:22][CH2:21][C:20]2[C:15](=[CH:16][CH:17]=[C:18]([CH2:23][CH2:24][CH2:25][CH2:26][CH2:27][CH2:28][CH2:29][CH3:30])[CH:19]=2)[C:14]1=[O:31])[C:8]([O:10][CH2:11][CH3:12])=[O:9])[CH3:4]. The catalyst is C(O)C. The product is [CH2:3]([O:5][C:6](=[O:36])[C:7]([NH:32][C:33](=[O:35])[CH3:34])([CH:13]1[CH2:22][CH2:21][C:20]2[C:15](=[CH:16][CH:17]=[C:18]([CH2:23][CH2:24][CH2:25][CH2:26][CH2:27][CH2:28][CH2:29][CH3:30])[CH:19]=2)[CH:14]1[OH:31])[C:8]([O:10][CH2:11][CH3:12])=[O:9])[CH3:4]. The yield is 0.750. (9) The reactants are [OH:1][C:2]([CH3:12])([CH2:4][C:5](=[O:11])[CH2:6][CH:7](O)[CH:8]=[CH2:9])[CH3:3].ClCCCl.CC(OC(C)=O)=O.CC([O-])=O.[Na+]. The catalyst is CCOC(C)=O.C(=O)(O)[O-].[Na+]. The product is [OH:1][C:2]([CH3:12])([CH2:4][C:5](=[O:11])/[CH:6]=[CH:7]/[CH:8]=[CH2:9])[CH3:3]. The yield is 0.700. (10) The reactants are [C:1]([C:3]([C:6]1[CH:14]=[CH:13][C:9]([C:10]([OH:12])=O)=[CH:8][CH:7]=1)([CH3:5])[CH3:4])#[N:2].[Cl:15][C:16]1[CH:17]=[CH:18][C:19]2[N:20]([CH:22]=[C:23]([NH2:25])[N:24]=2)[CH:21]=1. No catalyst specified. The product is [Cl:15][C:16]1[CH:17]=[CH:18][C:19]2[N:20]([CH:22]=[C:23]([NH:25][C:10](=[O:12])[C:9]3[CH:8]=[CH:7][C:6]([C:3]([C:1]#[N:2])([CH3:4])[CH3:5])=[CH:14][CH:13]=3)[N:24]=2)[CH:21]=1. The yield is 0.470.